This data is from CYP2C9 inhibition data for predicting drug metabolism from PubChem BioAssay. The task is: Regression/Classification. Given a drug SMILES string, predict its absorption, distribution, metabolism, or excretion properties. Task type varies by dataset: regression for continuous measurements (e.g., permeability, clearance, half-life) or binary classification for categorical outcomes (e.g., BBB penetration, CYP inhibition). Dataset: cyp2c9_veith. (1) The molecule is CO[C@@H]1COC(=O)C/C=C\[C@H](C)[C@@H](OC)COC(=O)[C@H](C)NC(=O)C/C=C\[C@H]1C. The result is 0 (non-inhibitor). (2) The drug is COc1cccc(N(CC(=O)Nc2cccc(C(C)=O)c2)S(C)(=O)=O)c1. The result is 1 (inhibitor). (3) The compound is CC(=O)c1c(O)c(C)c(-c2ccccc2)n(-c2ccccc2)c1=O. The result is 1 (inhibitor).